From a dataset of Forward reaction prediction with 1.9M reactions from USPTO patents (1976-2016). Predict the product of the given reaction. (1) The product is: [CH3:19][O:18][C:16]([C:12]1[CH:11]=[C:10]([CH2:9][CH2:8][CH2:7][C@H:3]([NH:2][C:42](=[O:43])[C@H:25]([CH2:24][C:23]2[CH:45]=[CH:46][CH:47]=[C:21]([CH3:20])[CH:22]=2)[NH:26][C:27](=[O:41])[CH:28]([C:29]2[CH:34]=[CH:33][CH:32]=[CH:31][CH:30]=2)[C:35]2[CH:36]=[CH:37][CH:38]=[CH:39][CH:40]=2)[C:4]([NH2:6])=[O:5])[CH:15]=[CH:14][CH:13]=1)=[O:17]. Given the reactants Cl.[NH2:2][C@@H:3]([CH2:7][CH2:8][CH2:9][C:10]1[CH:15]=[CH:14][CH:13]=[C:12]([C:16]([O:18][CH3:19])=[O:17])[CH:11]=1)[C:4]([NH2:6])=[O:5].[CH3:20][C:21]1[CH:22]=[C:23]([CH:45]=[CH:46][CH:47]=1)[CH2:24][C@@H:25]([C:42](O)=[O:43])[NH:26][C:27](=[O:41])[CH:28]([C:35]1[CH:40]=[CH:39][CH:38]=[CH:37][CH:36]=1)[C:29]1[CH:34]=[CH:33][CH:32]=[CH:31][CH:30]=1.O.ON1C2C=CC=CC=2N=N1.CN1CCOCC1.Cl.CN(C)CCCN=C=NCC, predict the reaction product. (2) Given the reactants Cl[C:2]1[N:7]=[C:6]([C:8]2[S:12][C:11]([N:13]3[CH2:18][C@H:17]([CH3:19])[O:16][C@H:15]([CH3:20])[CH2:14]3)=[N:10][C:9]=2[C:21]2[C:22]([F:39])=[C:23]([NH:27][S:28]([C:31]3[CH:36]=[C:35]([F:37])[CH:34]=[CH:33][C:32]=3[F:38])(=[O:30])=[O:29])[CH:24]=[CH:25][CH:26]=2)[CH:5]=[CH:4][N:3]=1.[NH4+:40].[OH-], predict the reaction product. The product is: [NH2:40][C:2]1[N:7]=[C:6]([C:8]2[S:12][C:11]([N:13]3[CH2:18][C@H:17]([CH3:19])[O:16][C@H:15]([CH3:20])[CH2:14]3)=[N:10][C:9]=2[C:21]2[C:22]([F:39])=[C:23]([NH:27][S:28]([C:31]3[CH:36]=[C:35]([F:37])[CH:34]=[CH:33][C:32]=3[F:38])(=[O:30])=[O:29])[CH:24]=[CH:25][CH:26]=2)[CH:5]=[CH:4][N:3]=1. (3) Given the reactants [OH:1][C@@H:2]([C@H:4]1[C:24](=[O:25])[N:6]2[C@@H:7]([C:11]([O:13][CH2:14][C:15]3[CH:20]=[CH:19][C:18]([N+:21]([O-:23])=[O:22])=[CH:17][CH:16]=3)=[O:12])[C:8](=O)[CH2:9][C@H:5]12)[CH3:3].[CH3:26][S:27][C:28]1[N:35]2[C:31]([S:32][C:33]([Sn](CCCC)(CCCC)CCCC)=[CH:34]2)=[C:30]([S:49][CH3:50])[N:29]=1, predict the reaction product. The product is: [CH3:26][S:27][C:28]1[N:35]2[C:31]([S:32][C:33]([C:8]3[CH2:9][C@@H:5]4[C@@H:4]([C@H:2]([OH:1])[CH3:3])[C:24](=[O:25])[N:6]4[C:7]=3[C:11]([O:13][CH2:14][C:15]3[CH:16]=[CH:17][C:18]([N+:21]([O-:23])=[O:22])=[CH:19][CH:20]=3)=[O:12])=[CH:34]2)=[C:30]([S:49][CH3:50])[N:29]=1. (4) Given the reactants F[C:2](F)(F)C(O)=O.[CH3:8][C:9]1[CH:10]=[CH:11][CH:12]=[C:13]2[C:17]=1[NH:16][C:15]([C:18]([NH:20][C@@H:21]1[CH2:25][CH2:24][NH:23][CH2:22]1)=[O:19])=[CH:14]2.N, predict the reaction product. The product is: [CH3:8][C:9]1[CH:10]=[CH:11][CH:12]=[C:13]2[C:17]=1[NH:16][C:15]([C:18]([NH:20][C@@H:21]1[CH2:25][CH2:24][N:23]([CH3:2])[CH2:22]1)=[O:19])=[CH:14]2. (5) Given the reactants Cl[C:2]1[N:7]=[C:6]([N:8]2[CH:12]=[CH:11][C:10]([C:13]([F:16])([F:15])[F:14])=[N:9]2)[N:5]=[C:4]([O:17][CH3:18])[CH:3]=1.[C:19]1(B(O)O)[CH:24]=[CH:23][CH:22]=[CH:21][CH:20]=1.C1(P(C2C=CC=CC=2)C2C=CC=CC=2)C=CC=CC=1.C(=O)([O-])[O-].[Na+].[Na+], predict the reaction product. The product is: [CH3:18][O:17][C:4]1[CH:3]=[C:2]([C:19]2[CH:24]=[CH:23][CH:22]=[CH:21][CH:20]=2)[N:7]=[C:6]([N:8]2[CH:12]=[CH:11][C:10]([C:13]([F:16])([F:15])[F:14])=[N:9]2)[N:5]=1.